This data is from Reaction yield outcomes from USPTO patents with 853,638 reactions. The task is: Predict the reaction yield, written as a fraction of the theoretical maximum amount of product (1.0 means a 100% yield; for example, 0.34 means a 34% yield). (1) The reactants are [NH2:1][C:2]1[CH:10]=[C:9]2[C:5]([C:6](=CC3NC4CCN(CCN(CC)CC)C(=O)C=4C=3C)[C:7](=[O:11])[NH:8]2)=[CH:4][C:3]=1[F:31].C(N(CC)CC)C.[C:39](Cl)(=[O:41])[CH3:40]. The catalyst is O1CCCC1. The product is [F:31][C:3]1[CH:4]=[C:5]2[C:9](=[CH:10][C:2]=1[NH:1][C:39](=[O:41])[CH3:40])[NH:8][C:7](=[O:11])[CH2:6]2. The yield is 0.990. (2) The reactants are I[C:2]1[CH:7]=[CH:6][CH:5]=[CH:4][C:3]=1[CH:8]1[CH2:13][C:12](=[O:14])[CH:11]=[CH:10][N:9]1[S:15]([C:18]1[CH:23]=[CH:22][C:21]([C:24]([F:27])([F:26])[F:25])=[CH:20][CH:19]=1)(=[O:17])=[O:16].CC(N=NC(C#N)(C)C)(C#N)C.C([SnH](CCCC)CCCC)CCC. The catalyst is C1C=CC=CC=1. The product is [F:25][C:24]([F:27])([F:26])[C:21]1[CH:22]=[CH:23][C:18]([S:15]([N:9]2[CH:8]3[C:3]4[CH:4]=[CH:5][CH:6]=[CH:7][C:2]=4[CH:10]2[CH2:11][C:12](=[O:14])[CH2:13]3)(=[O:16])=[O:17])=[CH:19][CH:20]=1. The yield is 0.120. (3) The reactants are [CH2:1]([C@@H:8]1[CH2:12][O:11][C:10](=[O:13])[N:9]1[C:14](=[O:17])[CH2:15][CH3:16])[C:2]1[CH:7]=[CH:6][CH:5]=[CH:4][CH:3]=1.CCN(C(C)C)C(C)C.[CH:27]([C@H:29]1[CH2:33][O:32][C:31]([CH3:35])([CH3:34])[N:30]1[C:36]([O:38][C:39]([CH3:42])([CH3:41])[CH3:40])=[O:37])=[O:28]. The catalyst is C(Cl)Cl.Cl[Ti](Cl)(Cl)Cl. The product is [CH2:1]([C@@H:8]1[CH2:12][O:11][C:10](=[O:13])[N:9]1[C:14](=[O:17])[C@H:15]([CH3:16])[C@H:27]([C@H:29]1[CH2:33][O:32][C:31]([CH3:35])([CH3:34])[N:30]1[C:36]([O:38][C:39]([CH3:42])([CH3:41])[CH3:40])=[O:37])[OH:28])[C:2]1[CH:3]=[CH:4][CH:5]=[CH:6][CH:7]=1. The yield is 0.580. (4) The catalyst is C1COCC1. The product is [CH3:16][N:17]1[CH2:22][CH2:21][N:20]([CH2:2][C:3]2[CH:8]=[C:7]([C:9]([F:12])([F:11])[F:10])[CH:6]=[C:5]([N+:13]([O-:15])=[O:14])[CH:4]=2)[CH2:19][CH2:18]1. The yield is 1.00. The reactants are Cl[CH2:2][C:3]1[CH:8]=[C:7]([C:9]([F:12])([F:11])[F:10])[CH:6]=[C:5]([N+:13]([O-:15])=[O:14])[CH:4]=1.[CH3:16][N:17]1[CH2:22][CH2:21][NH:20][CH2:19][CH2:18]1.CCOC(C)=O. (5) The reactants are [CH3:1][O:2][C:3]1[CH:12]=[C:11]2[C:6]([CH2:7][CH2:8][NH:9][C:10]2=[O:13])=[CH:5][CH:4]=1.C1C(=O)N([I:21])C(=O)C1.[OH-].[Na+]. The catalyst is OS(O)(=O)=O. The product is [I:21][C:12]1[C:3]([O:2][CH3:1])=[CH:4][CH:5]=[C:6]2[C:11]=1[C:10](=[O:13])[NH:9][CH2:8][CH2:7]2. The yield is 0.790. (6) The reactants are [CH3:1][C:2]1[CH:8]=[C:7]([N+:9]([O-:11])=[O:10])[CH:6]=[CH:5][C:3]=1[NH2:4].[C:12](Cl)(=[O:19])[C:13]1[CH:18]=[CH:17][CH:16]=[CH:15][CH:14]=1. The catalyst is C1(C)C=CC=CC=1. The product is [CH3:1][C:2]1[CH:8]=[C:7]([N+:9]([O-:11])=[O:10])[CH:6]=[CH:5][C:3]=1[NH:4][C:12](=[O:19])[C:13]1[CH:18]=[CH:17][CH:16]=[CH:15][CH:14]=1. The yield is 0.950.